Task: Predict the product of the given reaction.. Dataset: Forward reaction prediction with 1.9M reactions from USPTO patents (1976-2016) (1) The product is: [C:7]([C:9]1[N:10]=[C:11]2[C:17]([C:18](=[O:23])[C:19]([CH3:22])([CH3:21])[CH3:20])=[CH:16][NH:15][C:12]2=[N:13][CH:14]=1)#[CH:8]. Given the reactants [Cl-].C([Al+]CC)C.[C:7]([C:9]1[N:10]=[C:11]2[CH:17]=[CH:16][NH:15][C:12]2=[N:13][CH:14]=1)#[CH:8].[C:18](Cl)(=[O:23])[C:19]([CH3:22])([CH3:21])[CH3:20].C([O-])(O)=O.[Na+], predict the reaction product. (2) Given the reactants [Br:1][C:2]1[CH:3]=[C:4]2[C:8](=[CH:9][CH:10]=1)[CH2:7][NH:6][CH2:5]2.C(N(CC)C(C)C)(C)C.Cl[C:21]([O:23][CH2:24][C:25]1[CH:30]=[CH:29][CH:28]=[CH:27][CH:26]=1)=[O:22], predict the reaction product. The product is: [Br:1][C:2]1[CH:3]=[C:4]2[C:8](=[CH:9][CH:10]=1)[CH2:7][N:6]([C:21]([O:23][CH2:24][C:25]1[CH:30]=[CH:29][CH:28]=[CH:27][CH:26]=1)=[O:22])[CH2:5]2. (3) Given the reactants [CH3:1][O:2][C:3]1[CH:10]=[C:9]([C:11]#[C:12][Si](C)(C)C)[C:6]([CH:7]=O)=[CH:5][N:4]=1.[NH3:17], predict the reaction product. The product is: [CH3:1][O:2][C:3]1[N:4]=[CH:5][C:6]2[C:9]([CH:10]=1)=[CH:11][CH:12]=[N:17][CH:7]=2. (4) Given the reactants [Cl:1][C:2]1[CH:3]=[CH:4][C:5]([O:25][CH2:26][C:27]2[CH:32]=[CH:31][C:30]([F:33])=[CH:29][C:28]=2[F:34])=[C:6]([C:8]2[CH2:13][CH2:12][CH2:11][CH2:10][C:9]=2[C:14]2[N:19]=[C:18]([C:20]([O:22]CC)=[O:21])[CH:17]=[CH:16][CH:15]=2)[CH:7]=1.[OH-].[Na+].C(O)(=O)C, predict the reaction product. The product is: [Cl:1][C:2]1[CH:3]=[CH:4][C:5]([O:25][CH2:26][C:27]2[CH:32]=[CH:31][C:30]([F:33])=[CH:29][C:28]=2[F:34])=[C:6]([C:8]2[CH2:13][CH2:12][CH2:11][CH2:10][C:9]=2[C:14]2[N:19]=[C:18]([C:20]([OH:22])=[O:21])[CH:17]=[CH:16][CH:15]=2)[CH:7]=1. (5) Given the reactants [Cl:1][C:2]1[CH:7]=[CH:6][C:5]([S:8]([C:11]2[S:20][C:14]3=[N:15][CH:16]=[C:17]([NH2:19])[CH:18]=[C:13]3[C:12]=2[C:21]2[CH:26]=[CH:25][C:24]([Cl:27])=[CH:23][CH:22]=2)(=[O:10])=[O:9])=[CH:4][CH:3]=1.[CH3:28][S:29](Cl)(=[O:31])=[O:30], predict the reaction product. The product is: [Cl:1][C:2]1[CH:3]=[CH:4][C:5]([S:8]([C:11]2[S:20][C:14]3=[N:15][CH:16]=[C:17]([NH:19][S:29]([CH3:28])(=[O:31])=[O:30])[CH:18]=[C:13]3[C:12]=2[C:21]2[CH:26]=[CH:25][C:24]([Cl:27])=[CH:23][CH:22]=2)(=[O:10])=[O:9])=[CH:6][CH:7]=1. (6) Given the reactants [CH2:1]([N:8]1[CH2:13][CH2:12][CH2:11][CH:10]([CH2:14][NH2:15])[CH2:9]1)[C:2]1[CH:7]=[CH:6][CH:5]=[CH:4][CH:3]=1.[C:16](O[C:16]([O:18][C:19]([CH3:22])([CH3:21])[CH3:20])=[O:17])([O:18][C:19]([CH3:22])([CH3:21])[CH3:20])=[O:17].C(N(CC)CC)C, predict the reaction product. The product is: [CH2:1]([N:8]1[CH2:13][CH2:12][CH2:11][CH:10]([CH2:14][NH:15][C:16](=[O:17])[O:18][C:19]([CH3:22])([CH3:21])[CH3:20])[CH2:9]1)[C:2]1[CH:7]=[CH:6][CH:5]=[CH:4][CH:3]=1. (7) Given the reactants Cl[C:2]1[CH:11]=[CH:10][C:9]2[C:4](=[CH:5][CH:6]=[C:7]([Cl:22])[C:8]=2[NH:12][C:13](=[O:21])[CH2:14][CH:15]2[CH2:20][CH2:19][CH2:18][CH2:17][CH2:16]2)[N:3]=1.[NH2:23][CH2:24][C@@H:25]([OH:28])[CH2:26][OH:27], predict the reaction product. The product is: [Cl:22][C:7]1[C:8]([NH:12][C:13](=[O:21])[CH2:14][CH:15]2[CH2:20][CH2:19][CH2:18][CH2:17][CH2:16]2)=[C:9]2[C:4](=[CH:5][CH:6]=1)[N:3]=[C:2]([NH:23][CH2:24][C@@H:25]([OH:28])[CH2:26][OH:27])[CH:11]=[CH:10]2. (8) Given the reactants [F:1][C:2]1[C:32]([F:33])=[CH:31][C:5]2[NH:6][C:7]([CH2:9][CH:10]3[CH2:15][CH2:14][CH2:13][CH2:12][N:11]3[C:16]([C:18]3[N:19]=[C:20]([CH3:30])[S:21][C:22]=3[C:23]3[CH:28]=[CH:27][C:26]([F:29])=[CH:25][CH:24]=3)=[O:17])=[N:8][C:4]=2[CH:3]=1.[H-].[Na+].Br[CH2:37][CH2:38][OH:39].C(=O)([O-])[O-].[K+].[K+].C(N(CC)C(C)C)(C)C, predict the reaction product. The product is: [F:1][C:2]1[C:32]([F:33])=[CH:31][C:5]2[N:6]([CH2:37][CH2:38][OH:39])[C:7]([CH2:9][CH:10]3[CH2:15][CH2:14][CH2:13][CH2:12][N:11]3[C:16]([C:18]3[N:19]=[C:20]([CH3:30])[S:21][C:22]=3[C:23]3[CH:28]=[CH:27][C:26]([F:29])=[CH:25][CH:24]=3)=[O:17])=[N:8][C:4]=2[CH:3]=1. (9) Given the reactants [O:1]=[C:2]1[C:11]2[N:12]=[CH:13][S:14][C:10]=2[C:9]2[CH:8]=[CH:7][C:6]([C:15]([O:17]C)=[O:16])=[CH:5][C:4]=2[NH:3]1.[Li+].[OH-].C1COCC1.[OH-].[Na+], predict the reaction product. The product is: [O:1]=[C:2]1[C:11]2[N:12]=[CH:13][S:14][C:10]=2[C:9]2[CH:8]=[CH:7][C:6]([C:15]([OH:17])=[O:16])=[CH:5][C:4]=2[NH:3]1. (10) Given the reactants C([O:8][N:9]1[C:14]2[N:15]=[CH:16][N:17]=[C:18]([CH3:19])[C:13]=2[C:12]([NH:20][CH2:21][C:22]2[CH:27]=[CH:26][C:25]([N:28]([CH3:30])[CH3:29])=[CH:24][CH:23]=2)=[CH:11][C:10]1=[O:31])C1C=CC=CC=1.CO.[H][H], predict the reaction product. The product is: [CH3:30][N:28]([CH3:29])[C:25]1[CH:26]=[CH:27][C:22]([CH2:21][NH:20][C:12]2[C:13]3[C:18]([CH3:19])=[N:17][CH:16]=[N:15][C:14]=3[N:9]([OH:8])[C:10](=[O:31])[CH:11]=2)=[CH:23][CH:24]=1.